From a dataset of Full USPTO retrosynthesis dataset with 1.9M reactions from patents (1976-2016). Predict the reactants needed to synthesize the given product. (1) Given the product [Br:19][C:20]1[CH:21]=[C:22]2[C:27](=[CH:28][CH:29]=1)[N:26]=[C:25]([NH:7][CH2:8][C:9]1[CH:10]=[CH:11][C:12]([S:15]([NH2:18])(=[O:16])=[O:17])=[CH:13][CH:14]=1)[N:24]=[C:23]2[NH:39][CH2:40][C:41]([F:42])([F:44])[F:43], predict the reactants needed to synthesize it. The reactants are: FC(F)(F)CN.[NH2:7][CH2:8][C:9]1[CH:14]=[CH:13][C:12]([S:15]([NH2:18])(=[O:17])=[O:16])=[CH:11][CH:10]=1.[Br:19][C:20]1[CH:21]=[C:22]2[C:27](=[CH:28][CH:29]=1)[N:26]=[C:25](NCC1C=CC(F)=CC=1)[N:24]=[C:23]2[NH:39][CH2:40][C:41]([F:44])([F:43])[F:42]. (2) Given the product [CH2:1]([O:5][C:6]1[CH:11]=[CH:10][CH:9]=[CH:8][C:7]=1[CH2:12][C:13]([OH:17])=[O:15])[CH2:2][CH:3]=[CH2:4], predict the reactants needed to synthesize it. The reactants are: [CH2:1]([O:5][C:6]1[CH:11]=[CH:10][CH:9]=[CH:8][C:7]=1[CH2:12][C:13]#N)[CH2:2][CH:3]=[CH2:4].[OH-:15].[Na+].[OH2:17].